Dataset: CYP2C19 inhibition data for predicting drug metabolism from PubChem BioAssay. Task: Regression/Classification. Given a drug SMILES string, predict its absorption, distribution, metabolism, or excretion properties. Task type varies by dataset: regression for continuous measurements (e.g., permeability, clearance, half-life) or binary classification for categorical outcomes (e.g., BBB penetration, CYP inhibition). Dataset: cyp2c19_veith. (1) The drug is CC1CN=C(Nc2cccc3ccccc23)S1. The result is 1 (inhibitor). (2) The molecule is COc1ccc(NC(=O)N2CC[C@@]3(CCCN(C(=O)c4cc(C(F)(F)F)cc(C(F)(F)F)c4)C3)C2)cc1. The result is 0 (non-inhibitor).